From a dataset of Catalyst prediction with 721,799 reactions and 888 catalyst types from USPTO. Predict which catalyst facilitates the given reaction. Reactant: Cl.Cl.[NH2:3][C@H:4]1[CH2:9][CH2:8][N:7]([CH2:10][C:11]2[CH:16]=[CH:15][CH:14]=[CH:13][CH:12]=2)[CH2:6][C@H:5]1[OH:17].CCN(C(C)C)C(C)C.[CH2:27]([O:30][C:31](Cl)=[O:32])[CH2:28][Cl:29]. Product: [OH:17][C@H:5]1[C@@H:4]([NH:3][C:31](=[O:32])[O:30][CH2:27][CH2:28][Cl:29])[CH2:9][CH2:8][N:7]([CH2:10][C:11]2[CH:12]=[CH:13][CH:14]=[CH:15][CH:16]=2)[CH2:6]1. The catalyst class is: 2.